Dataset: Forward reaction prediction with 1.9M reactions from USPTO patents (1976-2016). Task: Predict the product of the given reaction. (1) Given the reactants [C:1]([C:3]1[CH:4]=[C:5]([C:13]2[O:17][N:16]=[C:15]([C:18]3[CH:39]=[CH:38][C:21]4[CH2:22][CH2:23][N:24]([C:27](=[O:37])[CH2:28][NH:29]C(=O)OC(C)(C)C)[CH2:25][CH2:26][C:20]=4[CH:19]=3)[N:14]=2)[CH:6]=[N:7][C:8]=1[NH:9][CH:10]([CH3:12])[CH3:11])#[N:2].FC(F)(F)C(O)=O, predict the reaction product. The product is: [NH2:29][CH2:28][C:27]([N:24]1[CH2:23][CH2:22][C:21]2[CH:38]=[CH:39][C:18]([C:15]3[N:14]=[C:13]([C:5]4[CH:4]=[C:3]([C:1]#[N:2])[C:8]([NH:9][CH:10]([CH3:11])[CH3:12])=[N:7][CH:6]=4)[O:17][N:16]=3)=[CH:19][C:20]=2[CH2:26][CH2:25]1)=[O:37]. (2) Given the reactants [CH2:1]([N:7]1[CH2:12][CH:11]2[CH:9]([C:10]2([C:14]2[CH:15]=[C:16]([NH2:20])[CH:17]=[CH:18][CH:19]=2)[CH3:13])[CH2:8]1)[CH2:2][CH2:3][CH2:4][CH2:5][CH3:6].N1C=CC=CC=1.[CH3:27][O:28][CH2:29][CH2:30][S:31](Cl)(=[O:33])=[O:32], predict the reaction product. The product is: [CH2:1]([N:7]1[CH2:12][CH:11]2[CH:9]([C:10]2([C:14]2[CH:15]=[C:16]([NH:20][S:31]([CH2:30][CH2:29][O:28][CH3:27])(=[O:33])=[O:32])[CH:17]=[CH:18][CH:19]=2)[CH3:13])[CH2:8]1)[CH2:2][CH2:3][CH2:4][CH2:5][CH3:6].